The task is: Predict the product of the given reaction.. This data is from Forward reaction prediction with 1.9M reactions from USPTO patents (1976-2016). (1) Given the reactants CN(C(ON1N=NC2C=CC=NC1=2)=[N+](C)C)C.F[P-](F)(F)(F)(F)F.[Cl:25][C:26]1[CH:31]=[C:30]([NH:32][C:33]2[C:42]3[C:37](=[CH:38][CH:39]=[CH:40][C:41]=3[O:43][CH2:44][CH:45]3[CH2:50][CH2:49][NH:48][CH2:47][CH2:46]3)[N:36]=[CH:35][N:34]=2)[CH:29]=[CH:28][C:27]=1[OH:51].[C:52](O)(=[O:55])[CH2:53][OH:54], predict the reaction product. The product is: [Cl:25][C:26]1[CH:31]=[C:30]([NH:32][C:33]2[C:42]3[C:37](=[CH:38][CH:39]=[CH:40][C:41]=3[O:43][CH2:44][CH:45]3[CH2:50][CH2:49][N:48]([C:53](=[O:54])[CH2:52][OH:55])[CH2:47][CH2:46]3)[N:36]=[CH:35][N:34]=2)[CH:29]=[CH:28][C:27]=1[OH:51]. (2) Given the reactants [Cl:1][C:2]1[CH:7]=[C:6]([Cl:8])[CH:5]=[CH:4][C:3]=1[CH2:9][O:10][C@@H:11]1[C@@H:17]([CH2:18][O:19][CH2:20][C:21]2[CH:26]=[CH:25][C:24]([Cl:27])=[CH:23][C:22]=2[Cl:28])[O:16][C@H:13](OC)[C@:12]1([CH3:30])[OH:29].Br.[Na].[Cl:33][C:34]1[N:39]=[CH:38][NH:37][C:36]2=[N:40][CH:41]=[C:42]([CH3:43])[C:35]=12.C(#N)C, predict the reaction product. The product is: [Cl:33][C:34]1[C:35]2[C:42]([CH3:43])=[CH:41][N:40]([C@@H:13]3[O:16][C@H:17]([CH2:18][O:19][CH2:20][C:21]4[CH:26]=[CH:25][C:24]([Cl:27])=[CH:23][C:22]=4[Cl:28])[C@@H:11]([O:10][CH2:9][C:3]4[CH:4]=[CH:5][C:6]([Cl:8])=[CH:7][C:2]=4[Cl:1])[C@@:12]3([CH3:30])[OH:29])[C:36]=2[N:37]=[CH:38][N:39]=1.